This data is from Reaction yield outcomes from USPTO patents with 853,638 reactions. The task is: Predict the reaction yield, written as a fraction of the theoretical maximum amount of product (1.0 means a 100% yield; for example, 0.34 means a 34% yield). (1) The yield is 0.910. The catalyst is C1COC(N2C(=O)NC(=O)C(F)=C2)C1. The reactants are [CH2:1]=[CH:2][CH2:3][CH2:4][CH2:5][CH2:6][CH2:7][CH3:8].[OH:9]O. The product is [O:9]1[CH:2]([CH2:3][CH2:4][CH2:5][CH2:6][CH2:7][CH3:8])[CH2:1]1. (2) The product is [F:1][C:2]1[C:8]([C:9]([F:10])([F:11])[F:12])=[CH:7][CH:6]=[CH:5][C:3]=1[NH:4][N:13]=[C:25]([C:26](=[O:28])[CH3:27])[C:22](=[O:24])[CH3:23]. The catalyst is C(O)(=O)C.Cl.O. The yield is 0.550. The reactants are [F:1][C:2]1[C:8]([C:9]([F:12])([F:11])[F:10])=[CH:7][CH:6]=[CH:5][C:3]=1[NH2:4].[N:13]([O-])=O.[Na+].C([O-])(=O)C.[Na+].[C:22]([CH2:25][C:26](=[O:28])[CH3:27])(=[O:24])[CH3:23]. (3) The reactants are [O:1]=[C:2]1[N:10]2[CH:11]([C:14]3[C:15]([C:20]#[N:21])=[N:16][CH:17]=[CH:18][CH:19]=3)[CH2:12][O:13][C:8]3=[C:9]2[C:4](=[CH:5][CH:6]=[CH:7]3)[NH:3]1.[Br:22]N1C(=O)CCC1=O. The catalyst is CN(C)C=O.C(OCC)(=O)C. The product is [Br:22][C:7]1[C:8]2[O:13][CH2:12][CH:11]([C:14]3[C:15]([C:20]#[N:21])=[N:16][CH:17]=[CH:18][CH:19]=3)[N:10]3[C:2](=[O:1])[NH:3][C:4]([C:9]=23)=[CH:5][CH:6]=1. The yield is 0.480. (4) The reactants are CN(C(ON1N=NC2C=CC=NC1=2)=[N+](C)C)C.F[P-](F)(F)(F)(F)F.[NH2:25][C:26]1[C:35]([NH2:36])=[CH:34][CH:33]=[CH:32][C:27]=1[C:28]([O:30][CH3:31])=[O:29].[C:37]([N:44]1[CH2:51][CH2:50][CH2:49][C@H:45]1[C:46](O)=O)([O:39][C:40]([CH3:43])([CH3:42])[CH3:41])=[O:38].CCN(C(C)C)C(C)C. The catalyst is CN(C=O)C.C(O)(=O)C. The product is [C:40]([O:39][C:37]([N:44]1[CH2:51][CH2:50][CH2:49][C@H:45]1[C:46]1[NH:25][C:26]2[C:27]([C:28]([O:30][CH3:31])=[O:29])=[CH:32][CH:33]=[CH:34][C:35]=2[N:36]=1)=[O:38])([CH3:43])([CH3:41])[CH3:42]. The yield is 0.830. (5) The reactants are [CH:1]1([NH:6][C:7](=[O:27])[C@H:8]([NH:13][CH2:14][C:15]2[CH:20]=[CH:19][N:18]=[C:17]3[NH:21][CH:22]=[C:23]([C:24]([OH:26])=O)[C:16]=23)[C@H:9]([CH3:12])[CH2:10][CH3:11])[CH2:5][CH2:4][CH2:3][CH2:2]1.CN(C(ON1N=NC2C=CC=NC1=2)=[N+](C)C)C.F[P-](F)(F)(F)(F)F.CN1CCOCC1. The catalyst is C1COCC1. The yield is 0.370. The product is [CH:1]1([NH:6][C:7](=[O:27])[C@H:8]([N:13]2[C:24](=[O:26])[C:23]3=[CH:22][NH:21][C:17]4[C:16]3=[C:15]([CH:20]=[CH:19][N:18]=4)[CH2:14]2)[C@H:9]([CH3:12])[CH2:10][CH3:11])[CH2:5][CH2:4][CH2:3][CH2:2]1. (6) The reactants are [C:1]([NH:5][C:6]1[CH:11]=[CH:10][C:9]([NH:12][C:13](=[O:20])OCC(Cl)(Cl)Cl)=[CH:8][CH:7]=1)(=[O:4])[CH2:2][CH3:3].[C:21]1([C:27]2[N:31]=[C:30]([N:32]3[CH2:37][CH2:36][NH:35][CH2:34][CH2:33]3)[S:29][N:28]=2)[CH:26]=[CH:25][CH:24]=[CH:23][CH:22]=1.C(N(C(C)C)CC)(C)C.CS(C)=O. The catalyst is O. The product is [C:21]1([C:27]2[N:31]=[C:30]([N:32]3[CH2:37][CH2:36][N:35]([C:13]([NH:12][C:9]4[CH:8]=[CH:7][C:6]([NH:5][C:1](=[O:4])[CH2:2][CH3:3])=[CH:11][CH:10]=4)=[O:20])[CH2:34][CH2:33]3)[S:29][N:28]=2)[CH:22]=[CH:23][CH:24]=[CH:25][CH:26]=1. The yield is 0.296.